Dataset: Full USPTO retrosynthesis dataset with 1.9M reactions from patents (1976-2016). Task: Predict the reactants needed to synthesize the given product. (1) Given the product [Cl:31][C:32]1[CH:36]=[CH:35][NH:34][C:33]=1[C:37]([NH:29][C:24]1[CH:25]=[C:26]2[C:21](=[CH:22][CH:23]=1)[N:47]([CH2:50][C:51]([O:53][C:54]([CH3:57])([CH3:56])[CH3:55])=[O:52])[CH:46]=[CH:45]2)=[O:39], predict the reactants needed to synthesize it. The reactants are: CCN(C(C)C)C(C)C.CCN=C=NCCCN(C)C.[CH:21]1[CH:22]=[CH:23][C:24]2[N:29](O)N=N[C:25]=2[CH:26]=1.[Cl:31][C:32]1[CH:36]=[CH:35][NH:34][C:33]=1[C:37]([OH:39])=O.NC1C=C2C([CH:45]=[CH:46][N:47]2[CH2:50][C:51]([O:53][C:54]([CH3:57])([CH3:56])[CH3:55])=[O:52])=CC=1. (2) Given the product [Cl:3][CH2:23][C@@H:20]1[O:21][CH2:22][C@:13]2([C:7]3[CH:8]=[CH:9][C:10]([F:12])=[CH:11][C:6]=3[F:5])[N:14]=[C:15]([NH:25][C:26](=[O:33])[C:27]3[CH:32]=[CH:31][CH:30]=[CH:29][CH:28]=3)[S:16][CH2:17][C@@H:18]2[CH2:19]1, predict the reactants needed to synthesize it. The reactants are: S(Cl)([Cl:3])=O.[F:5][C:6]1[CH:11]=[C:10]([F:12])[CH:9]=[CH:8][C:7]=1[C@:13]12[CH2:22][O:21][C@@H:20]([CH2:23]O)[CH2:19][C@H:18]1[CH2:17][S:16][C:15]([NH:25][C:26](=[O:33])[C:27]1[CH:32]=[CH:31][CH:30]=[CH:29][CH:28]=1)=[N:14]2.